From a dataset of Reaction yield outcomes from USPTO patents with 853,638 reactions. Predict the reaction yield, written as a fraction of the theoretical maximum amount of product (1.0 means a 100% yield; for example, 0.34 means a 34% yield). (1) The reactants are [Si:1]([O:18][CH2:19][CH2:20][NH:21][C:22]1[C:26]2[CH:27]=[N:28][C:29](Cl)=[CH:30][C:25]=2[N:24]([CH:32]([CH3:34])[CH3:33])[N:23]=1)([C:14]([CH3:17])([CH3:16])[CH3:15])([C:8]1[CH:13]=[CH:12][CH:11]=[CH:10][CH:9]=1)[C:2]1[CH:7]=[CH:6][CH:5]=[CH:4][CH:3]=1.[CH:35]1([S:38]([N:41]2[CH:45]=[C:44]([C:46]3[N:51]=[C:50]([NH2:52])[CH:49]=[CH:48][N:47]=3)[CH:43]=[N:42]2)(=[O:40])=[O:39])[CH2:37][CH2:36]1.C(=O)([O-])[O-].[Cs+].[Cs+].C1(P(C2CCCCC2)C2C=CC=CC=2C2C(C(C)C)=CC(C(C)C)=CC=2C(C)C)CCCCC1. The catalyst is C1C=CC(/C=C/C(/C=C/C2C=CC=CC=2)=O)=CC=1.C1C=CC(/C=C/C(/C=C/C2C=CC=CC=2)=O)=CC=1.C1C=CC(/C=C/C(/C=C/C2C=CC=CC=2)=O)=CC=1.[Pd].[Pd].O1CCOCC1. The product is [Si:1]([O:18][CH2:19][CH2:20][NH:21][C:22]1[C:26]2[CH:27]=[N:28][C:29]([NH:52][C:50]3[CH:49]=[CH:48][N:47]=[C:46]([C:44]4[CH:43]=[N:42][N:41]([S:38]([CH:35]5[CH2:37][CH2:36]5)(=[O:40])=[O:39])[CH:45]=4)[N:51]=3)=[CH:30][C:25]=2[N:24]([CH:32]([CH3:34])[CH3:33])[N:23]=1)([C:14]([CH3:17])([CH3:16])[CH3:15])([C:8]1[CH:13]=[CH:12][CH:11]=[CH:10][CH:9]=1)[C:2]1[CH:7]=[CH:6][CH:5]=[CH:4][CH:3]=1. The yield is 0.280. (2) The reactants are [Br:1][C:2]1[CH:3]=[C:4]2[CH:13]=[C:12]([Si](C)(C)C)[NH:11][C:5]2=[N:6][C:7]=1[CH:8]1[CH2:10][CH2:9]1.Cl.[OH-].[Na+]. The catalyst is C(O)(C)(C)C. The product is [Br:1][C:2]1[CH:3]=[C:4]2[CH:13]=[CH:12][NH:11][C:5]2=[N:6][C:7]=1[CH:8]1[CH2:9][CH2:10]1. The yield is 0.791. (3) The reactants are FC(F)(F)C(O)=O.[CH2:8]([N:14]([CH3:30])[C:15]([C@@H:17]1[CH2:21][C@@H:20]([OH:22])[CH2:19][N:18]1C(OC(C)(C)C)=O)=[O:16])[CH2:9][CH2:10][CH2:11][CH:12]=[CH2:13]. The catalyst is C(Cl)Cl. The product is [CH2:8]([N:14]([CH3:30])[C:15]([C@@H:17]1[CH2:21][C@@H:20]([OH:22])[CH2:19][NH:18]1)=[O:16])[CH2:9][CH2:10][CH2:11][CH:12]=[CH2:13]. The yield is 1.00. (4) The reactants are [CH2:1]([O:3][C:4](=[O:22])[C:5]1[CH:10]=[CH:9][CH:8]=[C:7]([O:11][C:12]2[CH:17]=[CH:16][C:15]([Cl:18])=[CH:14][C:13]=2[N+:19]([O-])=O)[CH:6]=1)[CH3:2].Cl[Sn]Cl. No catalyst specified. The product is [CH2:1]([O:3][C:4](=[O:22])[C:5]1[CH:10]=[CH:9][CH:8]=[C:7]([O:11][C:12]2[CH:17]=[CH:16][C:15]([Cl:18])=[CH:14][C:13]=2[NH2:19])[CH:6]=1)[CH3:2]. The yield is 0.730.